This data is from Reaction yield outcomes from USPTO patents with 853,638 reactions. The task is: Predict the reaction yield, written as a fraction of the theoretical maximum amount of product (1.0 means a 100% yield; for example, 0.34 means a 34% yield). (1) The reactants are [N:1]1([C:12]([O:14][CH2:15][C:16]2[CH:21]=[CH:20][CH:19]=[CH:18][CH:17]=2)=[O:13])[CH2:6][CH2:5][CH2:4][CH:3]([C:7]([O:9][CH2:10][CH3:11])=[O:8])[CH2:2]1.[CH3:22][Si]([N-][Si](C)(C)C)(C)C.[Li+].CI.[Cl-].[NH4+]. The catalyst is C1COCC1. The product is [CH3:22][C:3]1([C:7]([O:9][CH2:10][CH3:11])=[O:8])[CH2:4][CH2:5][CH2:6][N:1]([C:12]([O:14][CH2:15][C:16]2[CH:21]=[CH:20][CH:19]=[CH:18][CH:17]=2)=[O:13])[CH2:2]1. The yield is 0.980. (2) The reactants are [CH:1]([C:3]1[CH:8]=[CH:7][C:6]([C:9]2[CH:14]=[CH:13][C:12]([CH:15]([CH3:24])[CH2:16][NH:17][S:18]([CH:21]([CH3:23])[CH3:22])(=[O:20])=[O:19])=[CH:11][CH:10]=2)=[CH:5][CH:4]=1)=[O:2].[BH4-].[Na+]. The catalyst is C(O)C. The product is [OH:2][CH2:1][C:3]1[CH:8]=[CH:7][C:6]([C:9]2[CH:14]=[CH:13][C:12]([CH:15]([CH3:24])[CH2:16][NH:17][S:18]([CH:21]([CH3:23])[CH3:22])(=[O:20])=[O:19])=[CH:11][CH:10]=2)=[CH:5][CH:4]=1. The yield is 0.710. (3) The reactants are [Cl:1][C:2]1[C:7]([Cl:8])=[C:6]([C:9]#[N:10])[CH:5]=[CH:4][C:3]=1[NH:11][C@H:12]([C@@H:16]([OH:18])[CH3:17])[C:13]([OH:15])=O.[C:19]([NH:27][NH2:28])(=[O:26])[C:20]1[CH:25]=[CH:24][CH:23]=[CH:22][CH:21]=1.ClC1C(CC)=C(N[C@H]([C@@H](O)C)C(NNC(=O)C2C=CC=CC=2)=O)C=CC=1C#N. No catalyst specified. The product is [Cl:1][C:2]1[C:7]([Cl:8])=[C:6]([C:9]#[N:10])[CH:5]=[CH:4][C:3]=1[NH:11][C@H:12]([C@@H:16]([OH:18])[CH3:17])[C:13]([NH:28][NH:27][C:19](=[O:26])[C:20]1[CH:25]=[CH:24][CH:23]=[CH:22][CH:21]=1)=[O:15]. The yield is 0.500.